This data is from Reaction yield outcomes from USPTO patents with 853,638 reactions. The task is: Predict the reaction yield, written as a fraction of the theoretical maximum amount of product (1.0 means a 100% yield; for example, 0.34 means a 34% yield). (1) The reactants are [CH2:1]([N:3]([CH2:33][CH3:34])[CH2:4][CH2:5][N:6]([CH3:32])[C:7]([C:9]1[S:17][C:16]2[CH:15]=[C:14]([CH3:18])[N:13]([CH2:19][C:20](=[O:27])[C:21]3[CH:26]=[CH:25][CH:24]=[CH:23][CH:22]=3)[C:12](=[O:28])[C:11]=2[C:10]=1[O:29][CH2:30][CH3:31])=[O:8])[CH3:2].C(OC(=O)C)C.[ClH:41]. The catalyst is C(OCC)(=O)C. The product is [ClH:41].[CH2:33]([N:3]([CH2:1][CH3:2])[CH2:4][CH2:5][N:6]([CH3:32])[C:7]([C:9]1[S:17][C:16]2[CH:15]=[C:14]([CH3:18])[N:13]([CH2:19][C:20](=[O:27])[C:21]3[CH:22]=[CH:23][CH:24]=[CH:25][CH:26]=3)[C:12](=[O:28])[C:11]=2[C:10]=1[O:29][CH2:30][CH3:31])=[O:8])[CH3:34]. The yield is 0.560. (2) The reactants are Br.[OH:2][C:3]1[CH:12]=[CH:11][CH:10]=[C:9]2[C:4]=1[CH:5]=[CH:6][C:7]([CH3:13])=[N:8]2.C(=O)([O-])O.[Na+].OC1C=CC=C2C=1C=CC(C)=N2.N1C=CC=CC=1.[S:37](O[S:37]([C:40]([F:43])([F:42])[F:41])(=[O:39])=[O:38])([C:40]([F:43])([F:42])[F:41])(=[O:39])=[O:38].[Cl-].[NH4+]. The catalyst is C(OCC)(=O)C.C1(C)C=CC=CC=1. The product is [F:41][C:40]([F:43])([F:42])[S:37]([O:2][C:3]1[CH:12]=[CH:11][CH:10]=[C:9]2[C:4]=1[CH:5]=[CH:6][C:7]([CH3:13])=[N:8]2)(=[O:39])=[O:38]. The yield is 0.700. (3) The reactants are Cl.CO[C:4]1[CH:9]=[CH:8][N:7]=[CH:6][C:5]=1[N+:10]([O-:12])=[O:11].[CH2:13]([NH2:15])[CH3:14]. The catalyst is C(O)C.O. The product is [CH2:13]([NH:15][C:4]1[CH:9]=[CH:8][N:7]=[CH:6][C:5]=1[N+:10]([O-:12])=[O:11])[CH3:14]. The yield is 0.960. (4) The reactants are [H-].[Na+].C1([O:9][C:10](=[O:34])[NH:11][C:12]2[CH:17]=[CH:16][C:15]([S:18]([CH:21]([CH3:23])[CH3:22])(=[O:20])=[O:19])=[C:14]([CH2:24][N:25]([C:27]([O:29][C:30]([CH3:33])([CH3:32])[CH3:31])=[O:28])[CH3:26])[CH:13]=2)C=CC=CC=1.[Br:35][C:36]1[CH:41]=[CH:40][C:39]([CH2:42][CH2:43]O)=[C:38]([CH2:45][CH3:46])[CH:37]=1. The catalyst is C1COCC1. The product is [Br:35][C:36]1[CH:41]=[CH:40][C:39]([CH2:42][CH2:43][O:9][C:10](=[O:34])[NH:11][C:12]2[CH:17]=[CH:16][C:15]([S:18]([CH:21]([CH3:23])[CH3:22])(=[O:20])=[O:19])=[C:14]([CH2:24][N:25]([C:27]([O:29][C:30]([CH3:32])([CH3:33])[CH3:31])=[O:28])[CH3:26])[CH:13]=2)=[C:38]([CH2:45][CH3:46])[CH:37]=1. The yield is 0.920. (5) The reactants are [Cl:1][C:2]1[CH:7]=[C:6]2[NH:8][C:9](=[O:36])[C:10]3([CH:15]([C:16]4[CH:21]=[CH:20][CH:19]=[C:18]([Cl:22])[CH:17]=4)[CH2:14][C:13](=O)[NH:12][CH:11]3[C:24]3[C:29]([O:30][CH:31]([CH3:33])[CH3:32])=[CH:28][CH:27]=[C:26]([F:34])[C:25]=3[F:35])[C:5]2=[CH:4][CH:3]=1.COC1C=CC(P2(=S)SP(=S)(C3C=CC(OC)=CC=3)[S:46]2)=CC=1. The catalyst is C1(C)C=CC=CC=1. The product is [Cl:1][C:2]1[CH:7]=[C:6]2[NH:8][C:9](=[O:36])[C:10]3([CH:15]([C:16]4[CH:21]=[CH:20][CH:19]=[C:18]([Cl:22])[CH:17]=4)[CH2:14][C:13](=[S:46])[NH:12][CH:11]3[C:24]3[C:29]([O:30][CH:31]([CH3:33])[CH3:32])=[CH:28][CH:27]=[C:26]([F:34])[C:25]=3[F:35])[C:5]2=[CH:4][CH:3]=1. The yield is 0.783.